This data is from Experimentally validated miRNA-target interactions with 360,000+ pairs, plus equal number of negative samples. The task is: Binary Classification. Given a miRNA mature sequence and a target amino acid sequence, predict their likelihood of interaction. Result: 1 (interaction). The protein sequence of the target gene is MAQVDSQDRWGEASPLSSLTEEAHDTQMLSMNLESDDEDGGEAEKEGTADPVACPRGSSPVTHENPDLPWPHPLGKEEEKFSDSSSAGGMGQKPVEMSGKASWSRDVTKINETQGSPGASRALGSLPSGLAHKLLGQMQPLGDRLPAGDDGYSGANQDAVLDVPPSFPSNGKYLCAHKSVDTSAGNSSLLCFPRPGSNWDLPTQETHTPAQASATPASLAAAVLAKARNSRKVQNQAGRREGGEAEARPYRCLRGGRAFQKPSKPLSPAETRGGAAKRYACELCGKAYSHRGTLQQHRRL.... The miRNA is hsa-miR-129-2-3p with sequence AAGCCCUUACCCCAAAAAGCAU.